This data is from Forward reaction prediction with 1.9M reactions from USPTO patents (1976-2016). The task is: Predict the product of the given reaction. (1) The product is: [Cl:15][C:16]1[CH:17]=[C:18]([C:2]2[CH:7]=[CH:6][C:5](/[CH:8]=[CH:9]/[C:10]([O:12][CH2:13][CH3:14])=[O:11])=[CH:4][CH:3]=2)[CH:19]=[C:20]([Cl:22])[CH:21]=1. Given the reactants Br[C:2]1[CH:7]=[CH:6][C:5](/[CH:8]=[CH:9]/[C:10]([O:12][CH2:13][CH3:14])=[O:11])=[CH:4][CH:3]=1.[Cl:15][C:16]1[CH:17]=[C:18](B(O)O)[CH:19]=[C:20]([Cl:22])[CH:21]=1, predict the reaction product. (2) Given the reactants [NH2:1][CH2:2][CH2:3][S:4][S:5][CH2:6][CH2:7][NH:8][C:9](=[O:15])[O:10][C:11]([CH3:14])([CH3:13])[CH3:12].[C:16](O)(=[O:36])[CH2:17][CH2:18][CH2:19][CH:20]=[CH:21][CH2:22][CH:23]=[CH:24][CH2:25][CH:26]=[CH:27][CH2:28][CH:29]=[CH:30][CH2:31][CH:32]=[CH:33][CH2:34][CH3:35].CN(C(ON1N=NC2C=CC=NC1=2)=[N+](C)C)C.F[P-](F)(F)(F)(F)F.CCN(C(C)C)C(C)C, predict the reaction product. The product is: [C:16]([NH:1][CH2:2][CH2:3][S:4][S:5][CH2:6][CH2:7][NH:8][C:9](=[O:15])[O:10][C:11]([CH3:12])([CH3:14])[CH3:13])(=[O:36])[CH2:17][CH2:18][CH2:19]/[CH:20]=[CH:21]\[CH2:22]/[CH:23]=[CH:24]\[CH2:25]/[CH:26]=[CH:27]\[CH2:28]/[CH:29]=[CH:30]\[CH2:31]/[CH:32]=[CH:33]\[CH2:34][CH3:35]. (3) Given the reactants [C:1]([C:4]1[CH:16]=[CH:15][C:7]([C:8]([O:10][C:11]([CH3:14])([CH3:13])[CH3:12])=[O:9])=[CH:6][CH:5]=1)(=[O:3])[CH3:2].O1CCCC1.B(Cl)([C@H]1[C@H](C)[C@@H]2C(C)(C)[C@@H](C2)C1)[C@H]1[C@H](C)[C@@H]2C(C)(C)[C@@H](C2)C1.N(CCO)CCO, predict the reaction product. The product is: [OH:3][C@H:1]([C:4]1[CH:16]=[CH:15][C:7]([C:8]([O:10][C:11]([CH3:13])([CH3:12])[CH3:14])=[O:9])=[CH:6][CH:5]=1)[CH3:2]. (4) The product is: [F:19][C:20]1[CH:27]=[CH:26][C:23]([CH2:24][NH:25][CH2:15][C:11]2[C:10]([O:17][CH3:18])=[CH:9][CH:8]=[C:7]3[C:12]=2[CH:13]=[CH:14][C:5]([C:3]([OH:2])=[O:4])=[CH:6]3)=[CH:22][CH:21]=1. Given the reactants C[O:2][C:3]([C:5]1[CH:14]=[CH:13][C:12]2[C:7](=[CH:8][CH:9]=[C:10]([O:17][CH3:18])[C:11]=2[CH:15]=O)[CH:6]=1)=[O:4].[F:19][C:20]1[CH:27]=[CH:26][C:23]([CH2:24][NH2:25])=[CH:22][CH:21]=1, predict the reaction product. (5) Given the reactants [F:1][C:2]([F:33])([F:32])[C:3]1[CH:8]=[C:7]([C:9]2[CH:14]=[CH:13][C:12]([C:15]([F:18])([F:17])[F:16])=[CH:11][CH:10]=2)[N:6]=[C:5]([C:19]2[CH:20]=[C:21]([C:25]3[CH:30]=[CH:29][CH:28]=[C:27]([NH2:31])[CH:26]=3)[CH:22]=[CH:23][CH:24]=2)[N:4]=1.C(N(CC)CC)C.[CH3:41][N:42]([CH3:47])[S:43](Cl)(=[O:45])=[O:44], predict the reaction product. The product is: [F:33][C:2]([F:1])([F:32])[C:3]1[CH:8]=[C:7]([C:9]2[CH:14]=[CH:13][C:12]([C:15]([F:18])([F:17])[F:16])=[CH:11][CH:10]=2)[N:6]=[C:5]([C:19]2[CH:20]=[C:21]([C:25]3[CH:30]=[CH:29][CH:28]=[C:27]([NH:31][S:43]([N:42]([CH3:47])[CH3:41])(=[O:45])=[O:44])[CH:26]=3)[CH:22]=[CH:23][CH:24]=2)[N:4]=1. (6) The product is: [Cl:1]([O-:5])(=[O:4])(=[O:3])=[O:2].[C:6]([O:10][C:11](=[O:36])[CH2:12][N+:13]1([CH2:28][C:29](=[O:35])[O:30][C:31]([CH3:34])([CH3:33])[CH3:32])[CH2:15][C@@H:14]1[CH3:16])([CH3:8])([CH3:7])[CH3:9]. Given the reactants [Cl:1]([O-:5])(=[O:4])(=[O:3])=[O:2].[C:6]([O:10][C:11](=[O:36])[CH2:12][N+:13]1([CH2:28][C:29](=[O:35])[O:30][C:31]([CH3:34])([CH3:33])[CH3:32])[CH2:15][CH:14]1[CH2:16]CCC1C=CC([N+]([O-])=O)=CC=1)([CH3:9])([CH3:8])[CH3:7].BrC(CCCC1C=CC([N+]([O-])=O)=CC=1)CN(CC(OC(C)(C)C)=O)CC([O-])=O, predict the reaction product. (7) Given the reactants C1(C)C=CC(S([O-])(=O)=O)=CC=1.[NH+]1C=CC=CC=1.[O:18]1[CH:23]=[CH:22][CH2:21][CH2:20][CH2:19]1.[Br:24][C:25]1[C:26](=[O:39])[N:27]([C:32]2[CH:37]=[CH:36][C:35]([OH:38])=[CH:34][CH:33]=2)[N:28]=[CH:29][C:30]=1[Br:31], predict the reaction product. The product is: [Br:24][C:25]1[C:26](=[O:39])[N:27]([C:32]2[CH:33]=[CH:34][C:35]([O:38][CH:23]3[CH2:22][CH2:21][CH2:20][CH2:19][O:18]3)=[CH:36][CH:37]=2)[N:28]=[CH:29][C:30]=1[Br:31]. (8) Given the reactants [CH3:1]O.CC(C)=CC[O:7][C:8]1[C:13]2[O:14][CH:15]=[CH:16][C:12]=2[CH:11]=[C:10]2[CH:17]=[CH:18][C:19]([O:21][C:9]=12)=[O:20].C(N(CC)[C:26]1[CH:31]=[CH:30][CH:29]=CC=1)C, predict the reaction product. The product is: [CH3:29][C:30]([CH3:1])=[CH:31][CH2:26][C:11]1[C:12]2[CH:16]=[CH:15][O:14][C:13]=2[C:8]([OH:7])=[C:9]2[C:10]=1[CH:17]=[CH:18][C:19]([O:21]2)=[O:20]. (9) The product is: [CH3:10][O:9][C:7]1[CH:6]=[CH:5][C:4]([CH2:11][C:12]([C:15]2[CH:16]=[CH:17][C:18]([O:21][CH3:22])=[CH:19][CH:20]=2)([CH3:14])[CH3:13])=[C:3]([OH:2])[CH:8]=1. Given the reactants C[O:2][C:3]1[CH:8]=[C:7]([O:9][CH3:10])[CH:6]=[CH:5][C:4]=1[C:11](=O)[C:12]([C:15]1[CH:20]=[CH:19][C:18]([O:21][CH3:22])=[CH:17][CH:16]=1)([CH3:14])[CH3:13].OC1C=C(OC)C=CC=1C(=O)C(C1C=CC(OC)=CC=1)(C)C, predict the reaction product. (10) Given the reactants [Cl:1][C:2]1[CH:7]=[CH:6][C:5]([S:8]([N:11]2[CH:16]3[CH2:17][CH2:18][CH2:19][CH:12]2[C:13](=[CH:21]O)[C:14](=O)[CH2:15]3)(=[O:10])=[O:9])=[CH:4][CH:3]=1.C(O)(=O)C.[CH:27]([NH2:29])=[NH:28], predict the reaction product. The product is: [Cl:1][C:2]1[CH:7]=[CH:6][C:5]([S:8]([N:11]2[CH:16]3[CH2:17][CH2:18][CH2:19][CH:12]2[C:13]2[CH:21]=[N:28][CH:27]=[N:29][C:14]=2[CH2:15]3)(=[O:10])=[O:9])=[CH:4][CH:3]=1.